Dataset: Full USPTO retrosynthesis dataset with 1.9M reactions from patents (1976-2016). Task: Predict the reactants needed to synthesize the given product. Given the product [F:1][C:2]1[CH:7]=[C:6]([F:8])[CH:5]=[C:4]([O:14][CH3:13])[C:3]=1[N+:10]([O-:12])=[O:11], predict the reactants needed to synthesize it. The reactants are: [F:1][C:2]1[CH:7]=[C:6]([F:8])[CH:5]=[C:4](F)[C:3]=1[N+:10]([O-:12])=[O:11].[C:13]([O-])([O-])=[O:14].[K+].[K+].CI.